From a dataset of Forward reaction prediction with 1.9M reactions from USPTO patents (1976-2016). Predict the product of the given reaction. Given the reactants Cl[C:2]1[C:3](=[O:16])[NH:4][C:5]2[C:10]([N:11]=1)=[CH:9][C:8]([C:12]([O:14][CH3:15])=[O:13])=[CH:7][CH:6]=2.CC[N:19]([CH:23]([CH3:25])[CH3:24])[CH:20](C)C.Cl.CNC1CC1, predict the reaction product. The product is: [CH:23]1([N:19]([CH3:20])[C:2]2[C:3](=[O:16])[NH:4][C:5]3[C:10]([N:11]=2)=[CH:9][C:8]([C:12]([O:14][CH3:15])=[O:13])=[CH:7][CH:6]=3)[CH2:24][CH2:25]1.